The task is: Regression. Given a peptide amino acid sequence and an MHC pseudo amino acid sequence, predict their binding affinity value. This is MHC class I binding data.. This data is from Peptide-MHC class I binding affinity with 185,985 pairs from IEDB/IMGT. (1) The peptide sequence is WAKLLKQKW. The MHC is HLA-B46:01 with pseudo-sequence HLA-B46:01. The binding affinity (normalized) is 0.0847. (2) The peptide sequence is RLEELRGF. The MHC is HLA-B15:01 with pseudo-sequence HLA-B15:01. The binding affinity (normalized) is 0.169. (3) The binding affinity (normalized) is 0. The peptide sequence is YLVAKQATV. The MHC is Patr-B0101 with pseudo-sequence Patr-B0101. (4) The peptide sequence is KSTSPTRTWK. The MHC is HLA-A03:01 with pseudo-sequence HLA-A03:01. The binding affinity (normalized) is 0.777. (5) The peptide sequence is SVTLDFTKFH. The MHC is HLA-A11:01 with pseudo-sequence HLA-A11:01. The binding affinity (normalized) is 0.180. (6) The peptide sequence is FGFGWFSYRM. The MHC is H-2-Kb with pseudo-sequence H-2-Kb. The binding affinity (normalized) is 0.204.